This data is from Reaction yield outcomes from USPTO patents with 853,638 reactions. The task is: Predict the reaction yield, written as a fraction of the theoretical maximum amount of product (1.0 means a 100% yield; for example, 0.34 means a 34% yield). (1) The reactants are Br[C:2]1[CH:3]=[C:4]2[C:9](=[CH:10][CH:11]=1)[N:8]=[C:7]([C:12]1[CH:17]=[CH:16][CH:15]=[C:14]([C:18]([F:21])([F:20])[F:19])[CH:13]=1)[C:6]([CH3:22])=[C:5]2[C:23]([O:25][CH3:26])=[O:24].[CH3:27][S:28]([O-:30])=[O:29].[Na+].IC. The catalyst is [Cu]I.O. The product is [CH3:22][C:6]1[C:7]([C:12]2[CH:17]=[CH:16][CH:15]=[C:14]([C:18]([F:21])([F:20])[F:19])[CH:13]=2)=[N:8][C:9]2[C:4]([C:5]=1[C:23]([O:25][CH3:26])=[O:24])=[CH:3][C:2]([S:28]([CH3:27])(=[O:30])=[O:29])=[CH:11][CH:10]=2. The yield is 0.640. (2) The reactants are [F:1][C:2]1[CH:10]=[CH:9][CH:8]=[C:7]2[C:3]=1[C:4]([I:11])=[N:5][NH:6]2.[H-].[Na+].[Cl:14][C:15]1[CH:23]=[CH:22][CH:21]=[C:20]([CH:24]2[CH2:26][CH2:25]2)[C:16]=1[C:17](Cl)=[O:18]. The catalyst is C1COCC1. The product is [Cl:14][C:15]1[CH:23]=[CH:22][CH:21]=[C:20]([CH:24]2[CH2:25][CH2:26]2)[C:16]=1[C:17]([N:6]1[C:7]2[C:3](=[C:2]([F:1])[CH:10]=[CH:9][CH:8]=2)[C:4]([I:11])=[N:5]1)=[O:18]. The yield is 0.860. (3) The reactants are [F:1][C:2]([F:27])([F:26])[C:3]1[CH:4]=[C:5]([CH:9]([C:16]2[CH:21]=[CH:20][CH:19]=[C:18]([C:22]([F:25])([F:24])[F:23])[CH:17]=2)[N:10]2[CH2:15][CH2:14][NH:13][CH2:12][CH2:11]2)[CH:6]=[CH:7][CH:8]=1.Br[CH2:29][C:30]([O:32][C:33]([CH3:36])([CH3:35])[CH3:34])=[O:31].C(N(CC)CC)C. The catalyst is C(#N)C.O. The product is [F:27][C:2]([F:1])([F:26])[C:3]1[CH:4]=[C:5]([CH:9]([C:16]2[CH:21]=[CH:20][CH:19]=[C:18]([C:22]([F:23])([F:24])[F:25])[CH:17]=2)[N:10]2[CH2:15][CH2:14][N:13]([CH2:29][C:30]([O:32][C:33]([CH3:36])([CH3:35])[CH3:34])=[O:31])[CH2:12][CH2:11]2)[CH:6]=[CH:7][CH:8]=1. The yield is 0.500. (4) The reactants are [CH3:1][O:2][C:3]1[C:12]2[C@H:11]3[CH2:13][C@H:8]([CH2:9][CH2:10]3)[C:7]=2[C:6]([OH:14])=[CH:5][CH:4]=1.C(=O)([O-])[O-].[K+].[K+].[CH2:21](Br)[CH:22]=[CH2:23].C(OC1C2CCCC=2C=CC=1CC=C)C1C=CC=CC=1. No catalyst specified. The product is [CH2:21]([O:14][C:6]1[CH:5]=[CH:4][C:3]([O:2][CH3:1])=[C:12]2[C:7]=1[C@@H:8]1[CH2:13][C@H:11]2[CH2:10][CH2:9]1)[CH:22]=[CH2:23]. The yield is 0.890. (5) The reactants are [F:1][C:2]1[CH:3]=[C:4]([CH:7]=[C:8]([F:11])[C:9]=1[F:10])[NH:5][CH3:6].Br.Br[CH:14]([C:16]1[CH:17]=[C:18]([C:33]([N:35]([CH3:37])[CH3:36])=[O:34])[CH:19]=[C:20]2[C:25]=1[O:24][C:23]([N:26]1[CH2:31][CH2:30][O:29][CH2:28][CH2:27]1)=[CH:22][C:21]2=[O:32])[CH3:15]. No catalyst specified. The product is [CH3:36][N:35]([CH3:37])[C:33]([C:18]1[CH:19]=[C:20]2[C:25](=[C:16]([CH:14]([N:5]([CH3:6])[C:4]3[CH:7]=[C:8]([F:11])[C:9]([F:10])=[C:2]([F:1])[CH:3]=3)[CH3:15])[CH:17]=1)[O:24][C:23]([N:26]1[CH2:31][CH2:30][O:29][CH2:28][CH2:27]1)=[CH:22][C:21]2=[O:32])=[O:34]. The yield is 0.361.